This data is from Forward reaction prediction with 1.9M reactions from USPTO patents (1976-2016). The task is: Predict the product of the given reaction. (1) Given the reactants [N+:1]([O-:4])(O)=[O:2].[Cl:5][C:6]1[CH:11]=[CH:10][CH:9]=[C:8]([Cl:12])[N+:7]=1[O-].[N+]([O-])=O.O.N, predict the reaction product. The product is: [Cl:5][C:6]1[CH:11]=[C:10]([N+:1]([O-:4])=[O:2])[CH:9]=[C:8]([Cl:12])[N:7]=1. (2) Given the reactants [NH2:1][C:2]1[CH:7]=[CH:6][C:5]([C:8]([N:10]2[CH2:15][CH2:14][NH:13][C@@H:12]([CH:16]([CH3:18])[CH3:17])[CH2:11]2)=[O:9])=[CH:4][C:3]=1[F:19].[C:20]([NH:24][C:25](=[O:34])[C:26]1[CH:31]=[CH:30][CH:29]=[C:28]([CH2:32]Cl)[CH:27]=1)([CH3:23])([CH3:22])[CH3:21].C(=O)([O-])[O-].[K+].[K+].[I-].[Na+], predict the reaction product. The product is: [NH2:1][C:2]1[CH:7]=[CH:6][C:5]([C:8]([N:10]2[CH2:15][CH2:14][N:13]([CH2:32][C:28]3[CH:27]=[C:26]([CH:31]=[CH:30][CH:29]=3)[C:25]([NH:24][C:20]([CH3:23])([CH3:21])[CH3:22])=[O:34])[C@@H:12]([CH:16]([CH3:17])[CH3:18])[CH2:11]2)=[O:9])=[CH:4][C:3]=1[F:19]. (3) Given the reactants [Cl:1][C:2]1[CH:3]=[CH:4][C:5]([OH:33])=[C:6]([C:8]2[C:12]([C:13]#[C:14][C:15]3[CH:20]=[CH:19][C:18]([NH:21][C:22]([C@H:24]4[CH2:29][CH2:28][CH2:27][CH2:26][NH:25]4)=[O:23])=[CH:17][CH:16]=3)=[CH:11][N:10]([CH2:30][CH2:31][OH:32])[N:9]=2)[CH:7]=1.C(OC(N1CCCC[C@H]1C(=O)NC1C=CC(C#CC2C(C3C=C(Cl)C=CC=3O)=NN(CCO)C=2)=CC=1)=O)(C)(C)C.C(O)(C(F)(F)F)=O, predict the reaction product. The product is: [Cl:1][C:2]1[CH:3]=[CH:4][C:5]([OH:33])=[C:6]([C:8]2[C:12]([C:13]#[C:14][C:15]3[CH:16]=[CH:17][C:18]([NH:21][C:22]([C@@H:24]4[CH2:29][CH2:28][CH2:27][CH2:26][NH:25]4)=[O:23])=[CH:19][CH:20]=3)=[CH:11][N:10]([CH2:30][CH2:31][OH:32])[N:9]=2)[CH:7]=1. (4) Given the reactants [C:1]([O:5][C:6]([N:8]1[CH2:12][CH2:11][CH2:10][C@@H:9]1[CH2:13][O:14][C:15]1[CH:20]=[CH:19][C:18]([OH:21])=[CH:17][CH:16]=1)=[O:7])([CH3:4])([CH3:3])[CH3:2].[F:22][C:23]([F:33])([F:32])[C:24]1[CH:31]=[CH:30][C:27]([CH2:28]Br)=[CH:26][CH:25]=1, predict the reaction product. The product is: [C:1]([O:5][C:6]([N:8]1[CH2:12][CH2:11][CH2:10][C@@H:9]1[CH2:13][O:14][C:15]1[CH:20]=[CH:19][C:18]([O:21][CH2:28][C:27]2[CH:26]=[CH:25][C:24]([C:23]([F:22])([F:32])[F:33])=[CH:31][CH:30]=2)=[CH:17][CH:16]=1)=[O:7])([CH3:4])([CH3:2])[CH3:3]. (5) Given the reactants [CH2:1]([C:3]1[C:11]2[C:6](=[CH:7][CH:8]=[C:9]([C:12]3[CH:13]=[N:14][N:15]([CH3:17])[CH:16]=3)[CH:10]=2)[NH:5][CH:4]=1)[CH3:2].[BH3-]C#N.[Na+], predict the reaction product. The product is: [CH2:1]([CH:3]1[C:11]2[C:6](=[CH:7][CH:8]=[C:9]([C:12]3[CH:13]=[N:14][N:15]([CH3:17])[CH:16]=3)[CH:10]=2)[NH:5][CH2:4]1)[CH3:2]. (6) Given the reactants CO[C:3]([C:5]1[CH:6]=[C:7]2[C:11](=[CH:12][CH:13]=1)[NH:10][N:9]=[CH:8]2)=[O:4].Br.Br[CH2:16][C:17]1[CH:22]=[CH:21][CH:20]=[CH:19][N:18]=1, predict the reaction product. The product is: [N:18]1[CH:19]=[CH:20][CH:21]=[CH:22][C:17]=1[CH2:16][N:10]1[C:11]2[C:7](=[CH:6][C:5]([CH2:3][OH:4])=[CH:13][CH:12]=2)[CH:8]=[N:9]1. (7) Given the reactants Br[C:2]1[CH:3]=[N:4][CH:5]=[C:6]([Br:8])[CH:7]=1.[CH:9]([C:12]1[CH:17]=[CH:16][C:15](B(O)O)=[CH:14][CH:13]=1)([CH3:11])[CH3:10].C(=O)([O-])[O-].[Na+].[Na+], predict the reaction product. The product is: [Br:8][C:6]1[CH:5]=[N:4][CH:3]=[C:2]([C:15]2[CH:16]=[CH:17][C:12]([CH:9]([CH3:11])[CH3:10])=[CH:13][CH:14]=2)[CH:7]=1. (8) The product is: [Cl:1][C:2]1[S:9][C:8]2[CH:7]=[C:6]([C:10]([NH:12][C@H:13]3[CH2:21][C:20]4[C:15](=[CH:16][CH:17]=[CH:18][CH:19]=4)[C@@H:14]3[N:22]([CH3:23])[C:24](=[O:27])[CH2:25][N:29]3[CH2:34][CH2:33][O:32][CH2:31][CH2:30]3)=[O:11])[NH:5][C:4]=2[C:3]=1[Cl:28]. Given the reactants [Cl:1][C:2]1[S:9][C:8]2[CH:7]=[C:6]([C:10]([NH:12][C@@H:13]3[CH2:21][C:20]4[C:15](=[CH:16][CH:17]=[CH:18][CH:19]=4)[C@H:14]3[N:22]([C:24](=[O:27])[CH2:25]Cl)[CH3:23])=[O:11])[NH:5][C:4]=2[C:3]=1[Cl:28].[NH:29]1[CH2:34][CH2:33][O:32][CH2:31][CH2:30]1, predict the reaction product.